Task: Predict the reactants needed to synthesize the given product.. Dataset: Full USPTO retrosynthesis dataset with 1.9M reactions from patents (1976-2016) (1) Given the product [CH3:27][O:26][C:23]1[N:22]=[C:21]2[N:16]([CH2:15][CH2:14][CH:13]3[CH2:12][O:29]3)[C:17](=[O:28])[CH:18]=[CH:19][C:20]2=[N:25][CH:24]=1, predict the reactants needed to synthesize it. The reactants are: CC1C=CC(S(O[CH2:12][CH:13]([OH:29])[CH2:14][CH2:15][N:16]2[C:21]3=[N:22][C:23]([O:26][CH3:27])=[CH:24][N:25]=[C:20]3[CH:19]=[CH:18][C:17]2=[O:28])(=O)=O)=CC=1.C([O-])(O)=O.[Na+]. (2) Given the product [CH:31]1([CH2:30][S:29][C:4]2[CH:5]=[CH:6][C:7]([O:8][CH:9]3[CH2:13][CH2:12][N:11]([CH:14]4[CH2:19][CH2:18][N:17]([C:20]5[S:24][N:23]=[C:22]([CH:25]([CH3:27])[CH3:26])[N:21]=5)[CH2:16][CH2:15]4)[C:10]3=[O:28])=[C:2]([F:1])[CH:3]=2)[CH2:32][CH2:36]1, predict the reactants needed to synthesize it. The reactants are: [F:1][C:2]1[CH:3]=[C:4]([S:29][CH2:30][CH2:31][C:32](OC)=O)[CH:5]=[CH:6][C:7]=1[O:8][CH:9]1[CH2:13][CH2:12][N:11]([CH:14]2[CH2:19][CH2:18][N:17]([C:20]3[S:24][N:23]=[C:22]([CH:25]([CH3:27])[CH3:26])[N:21]=3)[CH2:16][CH2:15]2)[C:10]1=[O:28].[CH3:36]C([O-])(C)C.[K+].BrCC1CC1.O. (3) The reactants are: C(OC(=O)[NH:10][CH2:11][CH2:12][CH2:13][CH2:14][C@H:15]([NH:27][C:28]([C:30]1[NH:31][C:32](=[O:36])[CH:33]=[CH:34][CH:35]=1)=[O:29])[C:16]([C:18]1[S:19][C:20]2[CH:26]=[CH:25][CH:24]=[CH:23][C:21]=2[N:22]=1)=[O:17])C1C=CC=CC=1.Br.CC(O)=O. Given the product [NH2:10][CH2:11][CH2:12][CH2:13][CH2:14][C@H:15]([NH:27][C:28]([C:30]1[NH:31][C:32](=[O:36])[CH:33]=[CH:34][CH:35]=1)=[O:29])[C:16]([C:18]1[S:19][C:20]2[CH:26]=[CH:25][CH:24]=[CH:23][C:21]=2[N:22]=1)=[O:17], predict the reactants needed to synthesize it.